This data is from NCI-60 drug combinations with 297,098 pairs across 59 cell lines. The task is: Regression. Given two drug SMILES strings and cell line genomic features, predict the synergy score measuring deviation from expected non-interaction effect. (1) Drug 1: CN(C)N=NC1=C(NC=N1)C(=O)N. Drug 2: CC1CCCC2(C(O2)CC(NC(=O)CC(C(C(=O)C(C1O)C)(C)C)O)C(=CC3=CSC(=N3)C)C)C. Cell line: SK-OV-3. Synergy scores: CSS=3.29, Synergy_ZIP=-2.74, Synergy_Bliss=-1.92, Synergy_Loewe=-1.21, Synergy_HSA=-1.11. (2) Drug 1: CC1=CC2C(CCC3(C2CCC3(C(=O)C)OC(=O)C)C)C4(C1=CC(=O)CC4)C. Drug 2: CCC1=C2CN3C(=CC4=C(C3=O)COC(=O)C4(CC)O)C2=NC5=C1C=C(C=C5)O. Cell line: SK-MEL-28. Synergy scores: CSS=5.63, Synergy_ZIP=-1.61, Synergy_Bliss=2.95, Synergy_Loewe=-22.9, Synergy_HSA=-1.27. (3) Drug 1: C(CC(=O)O)C(=O)CN.Cl. Drug 2: COC1=C2C(=CC3=C1OC=C3)C=CC(=O)O2. Cell line: HCC-2998. Synergy scores: CSS=20.6, Synergy_ZIP=-7.18, Synergy_Bliss=-11.0, Synergy_Loewe=-6.02, Synergy_HSA=-4.90. (4) Drug 1: CCCCC(=O)OCC(=O)C1(CC(C2=C(C1)C(=C3C(=C2O)C(=O)C4=C(C3=O)C=CC=C4OC)O)OC5CC(C(C(O5)C)O)NC(=O)C(F)(F)F)O. Drug 2: CCC1(C2=C(COC1=O)C(=O)N3CC4=CC5=C(C=CC(=C5CN(C)C)O)N=C4C3=C2)O.Cl. Cell line: RPMI-8226. Synergy scores: CSS=35.5, Synergy_ZIP=-0.0252, Synergy_Bliss=-1.63, Synergy_Loewe=-1.49, Synergy_HSA=1.36. (5) Drug 1: CC12CCC(CC1=CCC3C2CCC4(C3CC=C4C5=CN=CC=C5)C)O. Drug 2: C1=C(C(=O)NC(=O)N1)F. Cell line: RXF 393. Synergy scores: CSS=39.1, Synergy_ZIP=-1.31, Synergy_Bliss=1.71, Synergy_Loewe=2.37, Synergy_HSA=4.48. (6) Drug 1: CC1=C(C=C(C=C1)NC(=O)C2=CC=C(C=C2)CN3CCN(CC3)C)NC4=NC=CC(=N4)C5=CN=CC=C5. Drug 2: COC1=NC(=NC2=C1N=CN2C3C(C(C(O3)CO)O)O)N. Cell line: NCI-H522. Synergy scores: CSS=-2.91, Synergy_ZIP=2.22, Synergy_Bliss=1.04, Synergy_Loewe=-5.00, Synergy_HSA=-5.15. (7) Drug 1: CC1=CC=C(C=C1)C2=CC(=NN2C3=CC=C(C=C3)S(=O)(=O)N)C(F)(F)F. Drug 2: CC1=C(N=C(N=C1N)C(CC(=O)N)NCC(C(=O)N)N)C(=O)NC(C(C2=CN=CN2)OC3C(C(C(C(O3)CO)O)O)OC4C(C(C(C(O4)CO)O)OC(=O)N)O)C(=O)NC(C)C(C(C)C(=O)NC(C(C)O)C(=O)NCCC5=NC(=CS5)C6=NC(=CS6)C(=O)NCCC[S+](C)C)O. Cell line: SF-268. Synergy scores: CSS=19.9, Synergy_ZIP=-6.37, Synergy_Bliss=-4.60, Synergy_Loewe=-7.60, Synergy_HSA=-2.32. (8) Drug 1: C1CC(=O)NC(=O)C1N2CC3=C(C2=O)C=CC=C3N. Drug 2: C1=CC(=C2C(=C1NCCNCCO)C(=O)C3=C(C=CC(=C3C2=O)O)O)NCCNCCO. Cell line: OVCAR3. Synergy scores: CSS=25.9, Synergy_ZIP=1.10, Synergy_Bliss=-0.143, Synergy_Loewe=-7.62, Synergy_HSA=0.764. (9) Drug 1: CC1=C(C(CCC1)(C)C)C=CC(=CC=CC(=CC(=O)O)C)C. Drug 2: CC1=C(C=C(C=C1)C(=O)NC2=CC(=CC(=C2)C(F)(F)F)N3C=C(N=C3)C)NC4=NC=CC(=N4)C5=CN=CC=C5. Cell line: K-562. Synergy scores: CSS=26.6, Synergy_ZIP=-0.00454, Synergy_Bliss=2.49, Synergy_Loewe=-34.8, Synergy_HSA=4.04. (10) Drug 1: C1=C(C(=O)NC(=O)N1)F. Drug 2: CC(C)NC(=O)C1=CC=C(C=C1)CNNC.Cl. Cell line: OVCAR-4. Synergy scores: CSS=41.8, Synergy_ZIP=-0.411, Synergy_Bliss=-2.60, Synergy_Loewe=-7.80, Synergy_HSA=-2.17.